From a dataset of Peptide-MHC class I binding affinity with 185,985 pairs from IEDB/IMGT. Regression. Given a peptide amino acid sequence and an MHC pseudo amino acid sequence, predict their binding affinity value. This is MHC class I binding data. The peptide sequence is RVATENIAV. The MHC is HLA-B27:05 with pseudo-sequence HLA-B27:05. The binding affinity (normalized) is 0.0847.